This data is from Catalyst prediction with 721,799 reactions and 888 catalyst types from USPTO. The task is: Predict which catalyst facilitates the given reaction. Reactant: CO.[C:3]1([CH2:9][CH2:10][CH2:11][CH:12]2[CH2:17][CH2:16][NH:15][CH2:14][CH2:13]2)[CH:8]=[CH:7][CH:6]=[CH:5][CH:4]=1.[C:18]1(=O)[CH2:23][CH2:22][CH2:21][CH2:20][CH2:19]1.C([BH3-])#N.[Na+]. Product: [CH:18]1([N:15]2[CH2:14][CH2:13][CH:12]([CH2:11][CH2:10][CH2:9][C:3]3[CH:8]=[CH:7][CH:6]=[CH:5][CH:4]=3)[CH2:17][CH2:16]2)[CH2:23][CH2:22][CH2:21][CH2:20][CH2:19]1. The catalyst class is: 4.